From a dataset of Forward reaction prediction with 1.9M reactions from USPTO patents (1976-2016). Predict the product of the given reaction. Given the reactants Cl[C:2]1[C:11]2[C:6](=[CH:7][C:8]([Cl:12])=[CH:9][CH:10]=2)[N:5]=[C:4]([C:13]#[N:14])[CH:3]=1.[CH3:15][C:16]1[CH:17]=[C:18](B(O)O)[CH:19]=[CH:20][CH:21]=1.[F-].[Cs+], predict the reaction product. The product is: [Cl:12][C:8]1[CH:7]=[C:6]2[C:11]([C:2]([C:20]3[CH:19]=[CH:18][CH:17]=[C:16]([CH3:15])[CH:21]=3)=[CH:3][C:4]([C:13]#[N:14])=[N:5]2)=[CH:10][CH:9]=1.